Regression/Classification. Given a drug SMILES string, predict its absorption, distribution, metabolism, or excretion properties. Task type varies by dataset: regression for continuous measurements (e.g., permeability, clearance, half-life) or binary classification for categorical outcomes (e.g., BBB penetration, CYP inhibition). Dataset: cyp3a4_substrate_carbonmangels. From a dataset of CYP3A4 substrate classification data from Carbon-Mangels et al.. The result is 1 (substrate). The compound is CCC(=O)O[C@]1(C(=O)SCF)[C@H](C)C[C@H]2[C@@H]3C[C@H](F)C4=CC(=O)C=C[C@]4(C)[C@@]3(F)[C@@H](O)C[C@@]21C.